The task is: Predict the product of the given reaction.. This data is from Forward reaction prediction with 1.9M reactions from USPTO patents (1976-2016). The product is: [CH3:24][O:23][C:13]1[C:11]2[N:12]=[C:8]([NH:7][C:5](=[O:6])[C:4]3[CH:25]=[CH:26][N:27]=[C:2]([N:28]4[CH2:33][CH2:32][S:31][CH2:30][CH2:29]4)[CH:3]=3)[S:9][C:10]=2[C:16]([N:17]2[CH2:22][CH2:21][O:20][CH2:19][CH2:18]2)=[CH:15][CH:14]=1. Given the reactants Br[C:2]1[CH:3]=[C:4]([CH:25]=[CH:26][N:27]=1)[C:5]([NH:7][C:8]1[S:9][C:10]2[C:16]([N:17]3[CH2:22][CH2:21][O:20][CH2:19][CH2:18]3)=[CH:15][CH:14]=[C:13]([O:23][CH3:24])[C:11]=2[N:12]=1)=[O:6].[NH:28]1[CH2:33][CH2:32][S:31][CH2:30][CH2:29]1.C(=O)([O-])[O-].[Cs+].[Cs+], predict the reaction product.